From a dataset of Forward reaction prediction with 1.9M reactions from USPTO patents (1976-2016). Predict the product of the given reaction. (1) Given the reactants S(=O)(=O)(O)O.S([O-])([O-])(=O)=O.[Mg+2].[O:12]1[CH:16]=[CH:15][C:14]([C:17]2[C:18]([O:34][CH3:35])=[C:19]([C:23]([CH2:26][S:27][C:28]3[CH:33]=[CH:32][CH:31]=[CH:30][CH:29]=3)=[CH:24][CH:25]=2)[C:20]([OH:22])=[O:21])=[CH:13]1.C(=O)([O-])O.[Na+], predict the reaction product. The product is: [O:12]1[CH:16]=[CH:15][C:14]([C:17]2[C:18]([O:34][CH3:35])=[C:19]([C:23]([CH2:26][S:27][C:28]3[CH:29]=[CH:30][CH:31]=[CH:32][CH:33]=3)=[CH:24][CH:25]=2)[C:20]([O:22][C:14]([CH3:17])([CH3:15])[CH3:13])=[O:21])=[CH:13]1. (2) Given the reactants [CH3:1][O:2][C:3](=[O:56])[CH2:4][CH2:5][CH:6]1[CH:26]([CH3:27])[C:25]2=[N:28][C:7]1=[C:8]([CH2:51][C:52]([O:54][CH3:55])=[O:53])[C:9]1[NH:13][C:12]([CH:14]=[C:15]3[N:33]=[C:18]([CH:19]=[C:20]4[NH:29][C:23](=[CH:24]2)[C:22]([CH3:30])=[C:21]4[CH:31]=[O:32])[C:17]([CH3:34])=[C:16]3[CH2:35][CH3:36])=[C:11]([CH3:37])[C:10]=1[C:38]([NH:40][CH2:41][CH2:42][CH2:43][N:44]([CH2:48][CH2:49][OH:50])[CH2:45][CH2:46][OH:47])=[O:39], predict the reaction product. The product is: [OH:47][CH2:46][CH2:45][N:44]([CH2:48][CH2:49][OH:50])[CH2:43][CH2:42][CH2:41][NH:40][C:38]([C:10]1[C:11]([CH3:37])=[C:12]2[CH:14]=[C:15]3[N:33]=[C:18]([C:17]([CH3:34])=[C:16]3[CH2:35][CH3:36])[CH:19]=[C:20]3[NH:29][C:23]([C:22]([CH3:30])=[C:21]3[CH2:31][OH:32])=[CH:24][C:25]3=[N:28][C:7]([CH:6]([CH2:5][CH2:4][C:3]([O:2][CH3:1])=[O:56])[CH:26]3[CH3:27])=[C:8]([CH2:51][C:52]([O:54][CH3:55])=[O:53])[C:9]=1[NH:13]2)=[O:39]. (3) Given the reactants [N:1]1[CH:6]=[CH:5][C:4]([CH2:7][NH:8][C:9]([C:11]2[N:12]([CH3:26])[C:13]([C:16]3[S:24][C:23]4[C:18](=[N:19][CH:20]=[CH:21][C:22]=4Cl)[CH:17]=3)=[CH:14][N:15]=2)=[O:10])=[CH:3][CH:2]=1.[CH3:27][C:28]1[NH:29][C:30]2[C:35]([CH:36]=1)=[CH:34][C:33]([NH2:37])=[CH:32][CH:31]=2, predict the reaction product. The product is: [N:1]1[CH:6]=[CH:5][C:4]([CH2:7][NH:8][C:9]([C:11]2[N:12]([CH3:26])[C:13]([C:16]3[S:24][C:23]4[C:18](=[N:19][CH:20]=[CH:21][C:22]=4[NH:37][C:33]4[CH:34]=[C:35]5[C:30](=[CH:31][CH:32]=4)[NH:29][C:28]([CH3:27])=[CH:36]5)[CH:17]=3)=[CH:14][N:15]=2)=[O:10])=[CH:3][CH:2]=1. (4) Given the reactants [CH3:1][CH:2]([C:11]1[CH:16]=[CH:15][C:14]([CH2:17][CH2:18][CH2:19][NH:20]C(OCC2C=CC=CC=2)=O)=[CH:13][CH:12]=1)[CH2:3][NH:4][S:5]([CH:8]([CH3:10])[CH3:9])(=[O:7])=[O:6], predict the reaction product. The product is: [NH2:20][CH2:19][CH2:18][CH2:17][C:14]1[CH:13]=[CH:12][C:11]([CH:2]([CH3:1])[CH2:3][NH:4][S:5]([CH:8]([CH3:10])[CH3:9])(=[O:7])=[O:6])=[CH:16][CH:15]=1. (5) Given the reactants [C:1]([CH:5]1[CH2:10][CH2:9][CH:8]([O:11][C:12]2[CH:13]=[C:14]3[C:19](=[CH:20][CH:21]=2)[CH:18]=[C:17]([CH:22]=O)[CH:16]=[CH:15]3)[CH2:7][CH2:6]1)([CH3:4])([CH3:3])[CH3:2].Cl.[CH2:25]([O:27][C:28](=[O:31])[CH2:29][NH2:30])[CH3:26].C(N(CC)CC)C.C(O[BH-](OC(=O)C)OC(=O)C)(=O)C.[Na+], predict the reaction product. The product is: [CH2:25]([O:27][C:28](=[O:31])[CH2:29][NH:30][CH2:22][C:17]1[CH:16]=[CH:15][C:14]2[C:19](=[CH:20][CH:21]=[C:12]([O:11][C@H:8]3[CH2:9][CH2:10][C@H:5]([C:1]([CH3:4])([CH3:3])[CH3:2])[CH2:6][CH2:7]3)[CH:13]=2)[CH:18]=1)[CH3:26].